From a dataset of Peptide-MHC class I binding affinity with 185,985 pairs from IEDB/IMGT. Regression. Given a peptide amino acid sequence and an MHC pseudo amino acid sequence, predict their binding affinity value. This is MHC class I binding data. (1) The peptide sequence is QLLAEEKTI. The MHC is HLA-A02:02 with pseudo-sequence HLA-A02:02. The binding affinity (normalized) is 0.363. (2) The peptide sequence is RTLGNFSWF. The MHC is H-2-Kb with pseudo-sequence H-2-Kb. The binding affinity (normalized) is 0.384.